Dataset: Catalyst prediction with 721,799 reactions and 888 catalyst types from USPTO. Task: Predict which catalyst facilitates the given reaction. Reactant: CON(C)[C:4](=[O:18])[C@@H:5]([NH:7][C:8](=[O:17])[O:9][CH2:10][C:11]1[CH:16]=[CH:15][CH:14]=[CH:13][CH:12]=1)[CH3:6].[F:20][C:21]([F:34])([F:33])[C:22]1[CH:23]=[C:24](Br)[CH:25]=[C:26]([C:28]([F:31])([F:30])[F:29])[CH:27]=1.C([Mg]Cl)(C)C. Product: [F:20][C:21]([F:33])([F:34])[C:22]1[CH:23]=[C:24]([C:4](=[O:18])[C@@H:5]([NH:7][C:8](=[O:17])[O:9][CH2:10][C:11]2[CH:12]=[CH:13][CH:14]=[CH:15][CH:16]=2)[CH3:6])[CH:25]=[C:26]([C:28]([F:29])([F:30])[F:31])[CH:27]=1. The catalyst class is: 1.